Dataset: Reaction yield outcomes from USPTO patents with 853,638 reactions. Task: Predict the reaction yield, written as a fraction of the theoretical maximum amount of product (1.0 means a 100% yield; for example, 0.34 means a 34% yield). (1) The reactants are [O:1]1[CH2:6][CH2:5][CH2:4][CH2:3][CH:2]1[N:7]1[C:15]2[C:10](=[CH:11][C:12](B3OC(C)(C)C(C)(C)O3)=[CH:13][CH:14]=2)[C:9]([C:25]2[N:30]=[C:29]([O:31][C@@H:32]3[CH2:37][CH2:36][CH2:35][N:34]([C:38]([O:40][C:41]([CH3:44])([CH3:43])[CH3:42])=[O:39])[CH2:33]3)[CH:28]=[N:27][CH:26]=2)=[N:8]1.[Cl:45][C:46]1[N:51]=[C:50](Cl)[CH:49]=[CH:48][N:47]=1.C([O-])([O-])=O.[Na+].[Na+]. The catalyst is C1C=CC([P]([Pd]([P](C2C=CC=CC=2)(C2C=CC=CC=2)C2C=CC=CC=2)([P](C2C=CC=CC=2)(C2C=CC=CC=2)C2C=CC=CC=2)[P](C2C=CC=CC=2)(C2C=CC=CC=2)C2C=CC=CC=2)(C2C=CC=CC=2)C2C=CC=CC=2)=CC=1.O1CCOCC1. The product is [Cl:45][C:46]1[N:51]=[C:50]([C:12]2[CH:11]=[C:10]3[C:15](=[CH:14][CH:13]=2)[N:7]([CH:2]2[CH2:3][CH2:4][CH2:5][CH2:6][O:1]2)[N:8]=[C:9]3[C:25]2[N:30]=[C:29]([O:31][C@@H:32]3[CH2:37][CH2:36][CH2:35][N:34]([C:38]([O:40][C:41]([CH3:42])([CH3:44])[CH3:43])=[O:39])[CH2:33]3)[CH:28]=[N:27][CH:26]=2)[CH:49]=[CH:48][N:47]=1. The yield is 0.860. (2) The reactants are [Br:1][C:2]1[CH:20]=[CH:19][C:5]2[N:6]=[C:7]([NH:9][C:10](=[O:18])[C:11]3[CH:16]=[CH:15][C:14]([CH3:17])=[CH:13][CH:12]=3)[S:8][C:4]=2[CH:3]=1.C(=O)([O-])[O-].[K+].[K+].Br[CH:28]([CH2:33][CH3:34])[C:29]([O:31][CH3:32])=[O:30]. The catalyst is CN(C)C=O. The product is [Br:1][C:2]1[CH:20]=[CH:19][C:5]2[N:6]([CH:28]([CH2:33][CH3:34])[C:29]([O:31][CH3:32])=[O:30])[C:7](=[N:9][C:10](=[O:18])[C:11]3[CH:12]=[CH:13][C:14]([CH3:17])=[CH:15][CH:16]=3)[S:8][C:4]=2[CH:3]=1. The yield is 0.750. (3) The yield is 0.930. The reactants are [Cl:1][C:2]1[CH:3]=[CH:4][C:5]([NH:9]C(=O)C(C)(C)C)=[N:6][C:7]=1[Cl:8].Cl.O.CCO. The catalyst is C(OCC)(=O)C.CCCCCC. The product is [Cl:1][C:2]1[CH:3]=[CH:4][C:5]([NH2:9])=[N:6][C:7]=1[Cl:8]. (4) The reactants are C(O)(C(F)(F)F)=O.[F:8][C:9]1[CH:14]=[CH:13][CH:12]=[C:11]([F:15])[C:10]=1[C:16]1[S:17][CH:18]=[C:19]([C:21]([NH:23][C:24]2[CH:25]=[N:26][C:27]3[C:32]([C:33]=2[N:34]2[CH2:39][CH2:38][CH2:37][C@H:36]([NH:40]C(=O)OC(C)(C)C)[CH2:35]2)=[CH:31][CH:30]=[CH:29][CH:28]=3)=[O:22])[N:20]=1. The catalyst is C(Cl)Cl. The product is [NH2:40][C@H:36]1[CH2:37][CH2:38][CH2:39][N:34]([C:33]2[C:32]3[C:27](=[CH:28][CH:29]=[CH:30][CH:31]=3)[N:26]=[CH:25][C:24]=2[NH:23][C:21]([C:19]2[N:20]=[C:16]([C:10]3[C:11]([F:15])=[CH:12][CH:13]=[CH:14][C:9]=3[F:8])[S:17][CH:18]=2)=[O:22])[CH2:35]1. The yield is 0.540. (5) The reactants are [CH3:1][C:2]1[CH:10]=[CH:9][C:8]([N:11]([CH3:20])[S:12]([C:15]2[S:16][CH:17]=[CH:18][CH:19]=2)(=[O:14])=[O:13])=[C:7]2[C:3]=1[CH:4]=[C:5]([C:21](=[S:23])[NH2:22])[NH:6]2.[C:24]([O:29][CH2:30][CH3:31])(=[O:28])[C:25]#[C:26][CH3:27].C(P(CCCC)CCCC)CCC.O1CCCC1. The catalyst is C1(C)C=CC=CC=1. The product is [CH3:1][C:2]1[CH:10]=[CH:9][C:8]([N:11]([CH3:20])[S:12]([C:15]2[S:16][CH:17]=[CH:18][CH:19]=2)(=[O:14])=[O:13])=[C:7]2[C:3]=1[CH:4]=[C:5]([C:21]1[S:23][CH:26]([CH2:25][C:24]([O:29][CH2:30][CH3:31])=[O:28])[CH2:27][N:22]=1)[NH:6]2. The yield is 0.640. (6) The reactants are [F:1][C:2]1[CH:7]=[C:6]([I:8])[CH:5]=[CH:4][C:3]=1[NH:9][C:10]1[N:11]([CH3:34])[C:12](=[O:33])[C:13]([CH3:32])=[C:14]2[C:19]=1[C:18](=[O:20])[NH:17][C:16](=[O:21])[N:15]2[C:22]1[CH:23]=[C:24]([NH:28][C:29](=[O:31])[CH3:30])[CH:25]=[CH:26][CH:27]=1.[CH2:35]([O:42][CH2:43][CH2:44][CH2:45][CH2:46]O)[C:36]1[CH:41]=[CH:40][CH:39]=[CH:38][CH:37]=1.C1(P(C2C=CC=CC=2)C2C=CC=CC=2)C=CC=CC=1.N(C(OC(C)C)=O)=NC(OC(C)C)=O. The catalyst is O1CCCC1.C(OCC)(=O)C.O. The product is [CH2:35]([O:42][CH2:43][CH2:44][CH2:45][CH2:46][N:17]1[C:18](=[O:20])[C:19]2=[C:10]([NH:9][C:3]3[CH:4]=[CH:5][C:6]([I:8])=[CH:7][C:2]=3[F:1])[N:11]([CH3:34])[C:12](=[O:33])[C:13]([CH3:32])=[C:14]2[N:15]([C:22]2[CH:23]=[C:24]([NH:28][C:29](=[O:31])[CH3:30])[CH:25]=[CH:26][CH:27]=2)[C:16]1=[O:21])[C:36]1[CH:41]=[CH:40][CH:39]=[CH:38][CH:37]=1. The yield is 0.770. (7) The reactants are [CH3:1][N:2]([CH3:16])[S:3]([C:6]1[CH:7]=[C:8]2[C:12](=[CH:13][CH:14]=1)[NH:11][C:10](=[O:15])[CH2:9]2)(=[O:5])=[O:4].[CH2:17]([N:19]([CH2:34][CH3:35])[CH2:20][CH2:21][NH:22][C:23]([C:25]1[C:29]([CH3:30])=[C:28]([CH:31]=O)[NH:27][C:26]=1[CH3:33])=[O:24])[CH3:18]. No catalyst specified. The product is [CH2:34]([N:19]([CH2:17][CH3:18])[CH2:20][CH2:21][NH:22][C:23]([C:25]1[C:29]([CH3:30])=[C:28]([CH:31]=[C:9]2[C:8]3[C:12](=[CH:13][CH:14]=[C:6]([S:3](=[O:5])(=[O:4])[N:2]([CH3:16])[CH3:1])[CH:7]=3)[NH:11][C:10]2=[O:15])[NH:27][C:26]=1[CH3:33])=[O:24])[CH3:35]. The yield is 0.430.